This data is from Experimentally validated miRNA-target interactions with 360,000+ pairs, plus equal number of negative samples. The task is: Binary Classification. Given a miRNA mature sequence and a target amino acid sequence, predict their likelihood of interaction. (1) The protein sequence of the target gene is MGERLFESAEGSQCGETFTQVPEDMLNKKTLPGVKSCESGTCGEIFMGYSSFNRNIRTDTGHQPHKCQKFLEKPYKHKQRRKALSHSHCFRTHERPHTREKPFDCKECEKSFISPASIRRYMVTHSGDGPYKCKFCGKALDCLSLYLTHERTHTGEKRYECKQCGKAFSWHSSVRIHERTHTGEKPYECKECGKSFNFSSSFRRHERTHTGEKPYKCKECGKAFNCPSSFHRHERTHTGEKPYECKLYGKALSRLISFRRHMRMHTGERPHKCKICGKAFYSPSSFQRHERSHTGEKPYK.... Result: 1 (interaction). The miRNA is hsa-miR-6779-5p with sequence CUGGGAGGGGCUGGGUUUGGC. (2) The miRNA is hsa-miR-4703-3p with sequence UGUAGUUGUAUUGUAUUGCCAC. The protein sequence of the target gene is MKGETPVNSTMSIGQARKMVEQLKIEASLCRIKVSKAAADLMTYCDAHACEDPLITPVPTSENPFREKKFFCALL. Result: 0 (no interaction). (3) The miRNA is hsa-miR-30c-1-3p with sequence CUGGGAGAGGGUUGUUUACUCC. The protein sequence of the target gene is MLDFFTIFSKGGLVLWCFQGVSDSCTGPVNALIRSVLLQERGGNNSFTHEALTLKYKLDNQFELVFVVGFQKILTLTYVDKLIDDVHRLFRDKYRTEIQQQSALSLLNGTFDFQNDFLRLLREAEESSKIRAPTTMKKFEDSEKAKKPVRSMIETRGEKPKEKAKNSKKKGAKKEGSDGPLATSKPVPAEKSGLPVGPENGVELSKEELIRRKREEFIQKHGRGMEKSNKSTKSDAPKEKGKKAPRVWELGGCANKEVLDYSTPTTNGTPEAALSEDINLIRGTGSGGQLQDLDCSSSDD.... Result: 1 (interaction). (4) The miRNA is hsa-miR-30c-2-3p with sequence CUGGGAGAAGGCUGUUUACUCU. The protein sequence of the target gene is MARNCSECKEKRAAHILCTYCNRWLCSSCTEEHRHSPVPGGPFFPRAQKGSPGVNGGPGDFTLYCPLHTQEVLKLFCETCDMLTCHSCLVVEHKEHRCRHVEEVLQNQRMLLEGVTTQVAHKKSSLQTSAKQIEDRIFEVKHQHRKVENQIKMAKMVLMNELNKQANGLIEELEGITNERKRKLEQQLQSIMVLNRQFEHVQNFINWAVCSKTSVPFLFSKELIVFQMQRLLETSCNTDPGSPWSIRFTWEPNFWTKQLASLGCITTEGGQMSRADAPAYGGLQGSSPFYQSHQSPVAQQ.... Result: 1 (interaction). (5) The miRNA is hsa-miR-3131 with sequence UCGAGGACUGGUGGAAGGGCCUU. The protein sequence of the target gene is MDEEYDVIVLGTGLTECILSGIMSVNGKKVLHMDRNPYYGGESSSITPLEELYKRFQLLEGPPESMGRGRDWNVDLIPKFLMANGQLVKMLLYTEVTRYLDFKVVEGSFVYKGGKIYKVPSTETEALASNLMGMFEKRRFRKFLVFVANFDENDPKTFEGVDPQTTSMRDVYRKFDLGQDVIDFTGHALALYRTDDYLDQPCLETVNRIKLYSESLARYGKSPYLYPLYGLGELPQGFARLSAIYGGTYMLNKPVDDIIMENGKVVGVKSEGEVARCKQLICDPSYIPDRVRKAGQVIRI.... Result: 1 (interaction).